This data is from Catalyst prediction with 721,799 reactions and 888 catalyst types from USPTO. The task is: Predict which catalyst facilitates the given reaction. (1) Reactant: C([NH:5][S:6]([C:9]1[CH:10]=[C:11]([C:15]2[CH:20]=[CH:19][CH:18]=[C:17]([C:21]3[N:26]=[C:25]([C:27]4[CH:32]=[CH:31][C:30]([Cl:33])=[CH:29][C:28]=4[Cl:34])[CH:24]=[C:23]([C:35]([F:38])([F:37])[F:36])[N:22]=3)[CH:16]=2)[CH:12]=[CH:13][CH:14]=1)(=[O:8])=[O:7])(C)(C)C.C(O)(C(F)(F)F)=O. Product: [Cl:34][C:28]1[CH:29]=[C:30]([Cl:33])[CH:31]=[CH:32][C:27]=1[C:25]1[CH:24]=[C:23]([C:35]([F:36])([F:37])[F:38])[N:22]=[C:21]([C:17]2[CH:16]=[C:15]([C:11]3[CH:12]=[CH:13][CH:14]=[C:9]([S:6]([NH2:5])(=[O:7])=[O:8])[CH:10]=3)[CH:20]=[CH:19][CH:18]=2)[N:26]=1. The catalyst class is: 4. (2) Reactant: [F:1][C:2]1[CH:9]=[CH:8][C:7]([N:10]2[CH2:14][CH2:13][N:12]([C:15]3[CH:16]=[N:17][CH:18]=[CH:19][C:20]=3[CH3:21])[C:11]2=[O:22])=[CH:6][C:3]=1[CH:4]=O.Cl.[NH2:24][OH:25].N1C=CC=CC=1.CO. Product: [F:1][C:2]1[CH:9]=[CH:8][C:7]([N:10]2[CH2:14][CH2:13][N:12]([C:15]3[CH:16]=[N:17][CH:18]=[CH:19][C:20]=3[CH3:21])[C:11]2=[O:22])=[CH:6][C:3]=1[CH:4]=[N:24][OH:25]. The catalyst class is: 22. (3) Reactant: [F:1][C:2]([F:53])([F:52])[C:3]1[CH:4]=[C:5]([CH:45]=[C:46]([C:48]([F:51])([F:50])[F:49])[CH:47]=1)[CH2:6][N:7]([CH2:20][C:21]1[CH:26]=[C:25]([C:27]([F:30])([F:29])[F:28])[CH:24]=[CH:23][C:22]=1[N:31]([CH2:43][CH3:44])[CH2:32][CH2:33][CH2:34][CH2:35][CH2:36][CH2:37][C:38]([O:40]CC)=[O:39])[C:8]1[N:13]=[CH:12][C:11]([N:14]2[CH2:19][CH2:18][O:17][CH2:16][CH2:15]2)=[CH:10][N:9]=1.[OH-].[Na+].Cl.C(OCC)(=O)C. Product: [F:53][C:2]([F:1])([F:52])[C:3]1[CH:4]=[C:5]([CH:45]=[C:46]([C:48]([F:49])([F:51])[F:50])[CH:47]=1)[CH2:6][N:7]([CH2:20][C:21]1[CH:26]=[C:25]([C:27]([F:28])([F:29])[F:30])[CH:24]=[CH:23][C:22]=1[N:31]([CH2:43][CH3:44])[CH2:32][CH2:33][CH2:34][CH2:35][CH2:36][CH2:37][C:38]([OH:40])=[O:39])[C:8]1[N:13]=[CH:12][C:11]([N:14]2[CH2:15][CH2:16][O:17][CH2:18][CH2:19]2)=[CH:10][N:9]=1. The catalyst class is: 8. (4) Reactant: [CH3:1][O:2][C:3](=[O:14])[CH:4]([C:6]1[CH:11]=[CH:10][C:9]([OH:12])=[C:8]([Cl:13])[CH:7]=1)[CH3:5].N1C=CC=CC=1.[F:21][C:22]([F:35])([F:34])[S:23](O[S:23]([C:22]([F:35])([F:34])[F:21])(=[O:25])=[O:24])(=[O:25])=[O:24].O. Product: [CH3:1][O:2][C:3](=[O:14])[CH:4]([C:6]1[CH:11]=[CH:10][C:9]([O:12][S:23]([C:22]([F:35])([F:34])[F:21])(=[O:25])=[O:24])=[C:8]([Cl:13])[CH:7]=1)[CH3:5]. The catalyst class is: 2.